This data is from Peptide-MHC class II binding affinity with 134,281 pairs from IEDB. The task is: Regression. Given a peptide amino acid sequence and an MHC pseudo amino acid sequence, predict their binding affinity value. This is MHC class II binding data. The peptide sequence is APQLPDDLMIRVIAQ. The MHC is DRB3_0101 with pseudo-sequence DRB3_0101. The binding affinity (normalized) is 0.276.